From a dataset of NCI-60 drug combinations with 297,098 pairs across 59 cell lines. Regression. Given two drug SMILES strings and cell line genomic features, predict the synergy score measuring deviation from expected non-interaction effect. Drug 1: CC1=C(C(CCC1)(C)C)C=CC(=CC=CC(=CC(=O)O)C)C. Drug 2: C(CC(=O)O)C(=O)CN.Cl. Cell line: NCI-H226. Synergy scores: CSS=4.30, Synergy_ZIP=-1.61, Synergy_Bliss=-0.975, Synergy_Loewe=0.0716, Synergy_HSA=-0.310.